This data is from Forward reaction prediction with 1.9M reactions from USPTO patents (1976-2016). The task is: Predict the product of the given reaction. (1) Given the reactants Cl[C:2]1[N:7]=[C:6]([NH:8][C:9]2[CH:14]=[CH:13][C:12]([O:15][CH3:16])=[CH:11][C:10]=2[NH:17][S:18]([CH3:21])(=[O:20])=[O:19])[C:5]([Cl:22])=[CH:4][N:3]=1.[CH3:23][N:24]1[C:28]([NH2:29])=[CH:27][CH:26]=[N:25]1.CC1(C)C2C(=C(P(C3C=CC=CC=3)C3C=CC=CC=3)C=CC=2)OC2C(P(C3C=CC=CC=3)C3C=CC=CC=3)=CC=CC1=2.C(=O)([O-])[O-].[Cs+].[Cs+], predict the reaction product. The product is: [Cl:22][C:5]1[C:6]([NH:8][C:9]2[CH:14]=[CH:13][C:12]([O:15][CH3:16])=[CH:11][C:10]=2[NH:17][S:18]([CH3:21])(=[O:20])=[O:19])=[N:7][C:2]([NH:29][C:28]2[N:24]([CH3:23])[N:25]=[CH:26][CH:27]=2)=[N:3][CH:4]=1. (2) Given the reactants C([O:3][C:4]([C:6]1[N:7]=[C:8]([C:19]2[CH:24]=[CH:23][CH:22]=[CH:21][CH:20]=2)[S:9][C:10]=1[NH:11][C:12]([O:14][C:15]([CH3:18])([CH3:17])[CH3:16])=[O:13])=[O:5])C.[OH-].[Li+], predict the reaction product. The product is: [C:15]([O:14][C:12]([NH:11][C:10]1[S:9][C:8]([C:19]2[CH:20]=[CH:21][CH:22]=[CH:23][CH:24]=2)=[N:7][C:6]=1[C:4]([OH:5])=[O:3])=[O:13])([CH3:18])([CH3:16])[CH3:17]. (3) Given the reactants C1(C2C3C=NC=CC=3OC=2C2C=CC(C3(N)CCC3)=CC=2)C=CC=CC=1.[C:27]1([C:33]2[C:41]3[C:36](=[CH:37][N:38]=[CH:39][CH:40]=3)[O:35][C:34]=2[C:42]2[CH:47]=[CH:46][C:45]([C:48]3([NH:52]C(=O)OC(C)(C)C)[CH2:51][CH2:50][CH2:49]3)=[CH:44][CH:43]=2)[CH:32]=[CH:31][CH:30]=[CH:29][CH:28]=1, predict the reaction product. The product is: [C:27]1([C:33]2[C:41]3[C:36](=[CH:37][N:38]=[CH:39][CH:40]=3)[O:35][C:34]=2[C:42]2[CH:47]=[CH:46][C:45]([C:48]3([NH2:52])[CH2:51][CH2:50][CH2:49]3)=[CH:44][CH:43]=2)[CH:28]=[CH:29][CH:30]=[CH:31][CH:32]=1. (4) The product is: [Cl:1][C:2]1[CH:3]=[C:4]([NH:10][C:11]2[N:12]=[C:13]([C:18]3[CH:23]=[CH:22][CH:21]=[CH:20][CH:19]=3)[CH:14]=[C:15]([N:24]3[CH2:29][CH2:28][NH:27][CH2:26][CH2:25]3)[N:16]=2)[CH:5]=[CH:6][C:7]=1[O:8][CH3:9]. Given the reactants [Cl:1][C:2]1[CH:3]=[C:4]([NH:10][C:11]2[N:16]=[C:15](Cl)[CH:14]=[C:13]([C:18]3[CH:23]=[CH:22][CH:21]=[CH:20][CH:19]=3)[N:12]=2)[CH:5]=[CH:6][C:7]=1[O:8][CH3:9].[NH:24]1[CH2:29][CH2:28][NH:27][CH2:26][CH2:25]1, predict the reaction product. (5) Given the reactants [CH3:1][N:2]1[C:6]([C:7]2[CH:12]=[CH:11][C:10]([OH:13])=[CH:9][CH:8]=2)=[CH:5][CH:4]=[N:3]1.FC(F)(F)S(O[CH2:20][C:21]([F:24])([F:23])[F:22])(=O)=O.C(=O)([O-])[O-].[K+].[K+].C(#N)C, predict the reaction product. The product is: [CH3:1][N:2]1[C:6]([C:7]2[CH:12]=[CH:11][C:10]([O:13][CH2:20][C:21]([F:24])([F:23])[F:22])=[CH:9][CH:8]=2)=[CH:5][CH:4]=[N:3]1. (6) Given the reactants Cl[C:2]1[C:3]2[S:20][C:19]([NH2:21])=[N:18][C:4]=2[N:5]=[C:6]([S:8][CH2:9][C:10]2[CH:15]=[CH:14][CH:13]=[C:12]([F:16])[C:11]=2[F:17])[N:7]=1.[NH2:22][CH2:23][CH2:24][O:25][CH2:26][CH2:27][OH:28], predict the reaction product. The product is: [NH2:21][C:19]1[S:20][C:3]2[C:2]([NH:22][CH2:23][CH2:24][O:25][CH2:26][CH2:27][OH:28])=[N:7][C:6]([S:8][CH2:9][C:10]3[CH:15]=[CH:14][CH:13]=[C:12]([F:16])[C:11]=3[F:17])=[N:5][C:4]=2[N:18]=1. (7) Given the reactants Cl[C:2]1[N:3]=[C:4]([NH:21][C:22]2[CH:30]=[CH:29][CH:28]=[CH:27][C:23]=2[C:24](N)=[O:25])[C:5]2[CH:10]=[CH:9][N:8]([S:11]([C:14]3[CH:19]=[CH:18][C:17]([CH3:20])=[CH:16][CH:15]=3)(=[O:13])=[O:12])[C:6]=2[N:7]=1.[NH2:31][C:32]1[CH:33]=[C:34]([NH:39][C:40](=[O:45])[CH2:41][N:42]([CH3:44])[CH3:43])[CH:35]=[CH:36][C:37]=1[CH3:38].[I-].[K+].Cl.C(=O)(O)[O-].[Na+], predict the reaction product. The product is: [CH3:43][N:42]([CH3:44])[CH2:41][C:40]([NH:39][C:34]1[CH:35]=[CH:36][C:37]([CH3:38])=[C:32]([NH:31][C:2]2[N:3]3[C:4](=[N:21][C:22]4[C:23]([C:24]3=[O:25])=[CH:27][CH:28]=[CH:29][CH:30]=4)[C:5]3[CH:10]=[CH:9][N:8]([S:11]([C:14]4[CH:15]=[CH:16][C:17]([CH3:20])=[CH:18][CH:19]=4)(=[O:12])=[O:13])[C:6]=3[N:7]=2)[CH:33]=1)=[O:45]. (8) Given the reactants [C:1]([OH:11])(=O)[C:2]1[CH:7]=[CH:6][C:5]([O:8][CH3:9])=[CH:4][CH:3]=1.O=S(Cl)[Cl:14], predict the reaction product. The product is: [C:1]([Cl:14])(=[O:11])[C:2]1[CH:7]=[CH:6][C:5]([O:8][CH3:9])=[CH:4][CH:3]=1.